This data is from Peptide-MHC class I binding affinity with 185,985 pairs from IEDB/IMGT. The task is: Regression. Given a peptide amino acid sequence and an MHC pseudo amino acid sequence, predict their binding affinity value. This is MHC class I binding data. (1) The peptide sequence is DVAKIEAPL. The MHC is HLA-A26:01 with pseudo-sequence HLA-A26:01. The binding affinity (normalized) is 0.466. (2) The peptide sequence is RKAIRGEQL. The MHC is HLA-B27:05 with pseudo-sequence HLA-B27:05. The binding affinity (normalized) is 0.361.